Dataset: Forward reaction prediction with 1.9M reactions from USPTO patents (1976-2016). Task: Predict the product of the given reaction. (1) Given the reactants C(N(CC)CC)C.FC(F)(F)C(O)=O.[CH2:15]([O:17][CH2:18][C:19]1[N:20]([CH2:33][CH2:34][NH2:35])[C:21]2[C:26]([CH3:27])=[C:25]([CH3:28])[N:24]3[N:29]=[N:30][N:31]=[C:23]3[C:22]=2[N:32]=1)[CH3:16].[C:36]1([N:42]=[C:43]=[O:44])[CH:41]=[CH:40][CH:39]=[CH:38][CH:37]=1, predict the reaction product. The product is: [CH2:15]([O:17][CH2:18][C:19]1[N:20]([CH2:33][CH2:34][NH:35][C:43]([NH:42][C:36]2[CH:41]=[CH:40][CH:39]=[CH:38][CH:37]=2)=[O:44])[C:21]2[C:26]([CH3:27])=[C:25]([CH3:28])[N:24]3[N:29]=[N:30][N:31]=[C:23]3[C:22]=2[N:32]=1)[CH3:16]. (2) Given the reactants [Cl:1][C:2]1[CH:3]=[C:4]([CH3:24])[C:5]2[NH:6][C:7](=[O:23])[C:8]3[CH:19]=[C:18]([CH2:20][CH:21]=C)[CH:17]=[N:16][C:9]=3[N:10]([CH:13]3[CH2:15][CH2:14]3)[C:11]=2[N:12]=1.[O:25]=[O+][O-].[BH4-].[Na+], predict the reaction product. The product is: [Cl:1][C:2]1[CH:3]=[C:4]([CH3:24])[C:5]2[NH:6][C:7](=[O:23])[C:8]3[CH:19]=[C:18]([CH2:20][CH2:21][OH:25])[CH:17]=[N:16][C:9]=3[N:10]([CH:13]3[CH2:14][CH2:15]3)[C:11]=2[N:12]=1. (3) Given the reactants C([O:4][C:5](=[O:40])[CH2:6][C:7]1[CH:8]=[C:9]([CH:15]=[CH:16][C:17]=1[O:18][CH2:19][CH2:20][CH2:21][C:22]1[CH:27]=[CH:26][C:25]([O:28][CH2:29][C:30]2[CH:35]=[CH:34][C:33]([O:36][CH:37]([CH3:39])[CH3:38])=[CH:32][CH:31]=2)=[CH:24][CH:23]=1)[C:10]([O:12][CH2:13][CH3:14])=[O:11])C=C.N1CCOCC1, predict the reaction product. The product is: [CH2:13]([O:12][C:10]([C:9]1[CH:15]=[CH:16][C:17]([O:18][CH2:19][CH2:20][CH2:21][C:22]2[CH:27]=[CH:26][C:25]([O:28][CH2:29][C:30]3[CH:35]=[CH:34][C:33]([O:36][CH:37]([CH3:38])[CH3:39])=[CH:32][CH:31]=3)=[CH:24][CH:23]=2)=[C:7]([CH2:6][C:5]([OH:40])=[O:4])[CH:8]=1)=[O:11])[CH3:14]. (4) Given the reactants [I:1][C:2]1[CH:3]=[C:4]2[C:8](=[CH:9][CH:10]=1)[NH:7][C:6](=[O:11])[C:5]2=O.[NH2:13][C:14]1[CH:23]=[CH:22][C:17]([C:18]([NH:20][NH2:21])=[O:19])=[CH:16][CH:15]=1, predict the reaction product. The product is: [NH2:13][C:14]1[CH:23]=[CH:22][C:17]([C:18]([NH:20][N:21]=[C:5]2[C:4]3[C:8](=[CH:9][CH:10]=[C:2]([I:1])[CH:3]=3)[NH:7][C:6]2=[O:11])=[O:19])=[CH:16][CH:15]=1. (5) The product is: [CH3:31][N:30]([CH3:29])[C:35]1[C:42]2[C:43](=[CH:44][CH:45]=[CH:46][CH:47]=2)[C:52]([CH:26]([C:3]2[N:4]=[CH:5][N:6]([C:7]([C:14]3[CH:15]=[CH:16][CH:17]=[CH:18][CH:19]=3)([C:8]3[CH:9]=[CH:10][CH:11]=[CH:12][CH:13]=3)[C:20]3[CH:25]=[CH:24][CH:23]=[CH:22][CH:21]=3)[C:2]=2[CH3:1])[OH:27])=[CH:53][CH:48]=1.[CH3:58][N:59]([CH3:72])[C:60]1[C:69]2[C:64](=[CH:65][CH:66]=[CH:67][CH:68]=2)[C:63]([CH:70]([C:31]2[N:30]([C:35]([C:48]3[CH:53]=[CH:52][CH:51]=[CH:50][CH:49]=3)([C:36]3[CH:37]=[CH:38][CH:39]=[CH:40][CH:41]=3)[C:42]3[CH:47]=[CH:46][CH:45]=[CH:44][CH:43]=3)[CH:29]=[N:33][C:32]=2[CH3:34])[OH:71])=[CH:62][CH:61]=1. Given the reactants [CH3:1][C:2]1[N:6]([C:7]([C:20]2[CH:25]=[CH:24][CH:23]=[CH:22][CH:21]=2)([C:14]2[CH:19]=[CH:18][CH:17]=[CH:16][CH:15]=2)[C:8]2[CH:13]=[CH:12][CH:11]=[CH:10][CH:9]=2)[CH:5]=[N:4][C:3]=1[CH2:26][OH:27].I[C:29]1[N:30]([C:35]([C:48]2[CH:53]=[CH:52][CH:51]=[CH:50][CH:49]=2)([C:42]2[CH:47]=[CH:46][CH:45]=[CH:44][CH:43]=2)[C:36]2[CH:41]=[CH:40][CH:39]=[CH:38][CH:37]=2)[CH:31]=[C:32]([CH3:34])[N:33]=1.C([Mg]Br)C.[CH3:58][N:59]([CH3:72])[C:60]1[C:69]2[C:64](=[CH:65][CH:66]=[CH:67][CH:68]=2)[C:63]([CH:70]=[O:71])=[CH:62][CH:61]=1, predict the reaction product. (6) Given the reactants [CH3:1][N:2]([C:4]([NH2:6])=[O:5])[NH2:3].[C:7](Cl)(=[O:11])[CH:8]([CH3:10])[CH3:9], predict the reaction product. The product is: [C:7]([NH:3][N:2]([CH3:1])[C:4]([NH2:6])=[O:5])(=[O:11])[CH:8]([CH3:10])[CH3:9].